The task is: Regression. Given a peptide amino acid sequence and an MHC pseudo amino acid sequence, predict their binding affinity value. This is MHC class I binding data.. This data is from Peptide-MHC class I binding affinity with 185,985 pairs from IEDB/IMGT. (1) The peptide sequence is GYIPIERVL. The MHC is HLA-A02:01 with pseudo-sequence HLA-A02:01. The binding affinity (normalized) is 0.0847. (2) The peptide sequence is SGPWITPRCMV. The MHC is Mamu-A01 with pseudo-sequence Mamu-A01. The binding affinity (normalized) is 0.463. (3) The peptide sequence is EEAALCTFLL. The MHC is HLA-B40:02 with pseudo-sequence HLA-B40:02. The binding affinity (normalized) is 0.734. (4) The peptide sequence is WPWNAREDV. The MHC is HLA-B44:02 with pseudo-sequence HLA-B44:02. The binding affinity (normalized) is 0.0847. (5) The peptide sequence is LSRNSTHEMY. The MHC is HLA-A30:02 with pseudo-sequence HLA-A30:02. The binding affinity (normalized) is 0.679. (6) The peptide sequence is RYRRLIQIL. The MHC is HLA-A23:01 with pseudo-sequence HLA-A23:01. The binding affinity (normalized) is 0.692. (7) The peptide sequence is LEKEEGIIPDW. The MHC is Mamu-B17 with pseudo-sequence Mamu-B17. The binding affinity (normalized) is 0. (8) The peptide sequence is WAASAETPL. The MHC is HLA-A23:01 with pseudo-sequence HLA-A23:01. The binding affinity (normalized) is 0.0847. (9) The peptide sequence is ATEDPSSGY. The MHC is HLA-B18:01 with pseudo-sequence HLA-B18:01. The binding affinity (normalized) is 0.0847.